This data is from HIV replication inhibition screening data with 41,000+ compounds from the AIDS Antiviral Screen. The task is: Binary Classification. Given a drug SMILES string, predict its activity (active/inactive) in a high-throughput screening assay against a specified biological target. (1) The compound is Cn1cc(NC(=O)Nc2cc(C(=O)Nc3cc(C(=O)Nc4cc(C(=O)Nc5ccc(P(=O)(O)O)c6cc(P(=O)(O)O)ccc56)n(C)c4)n(C)c3)n(C)c2)cc1C(=O)Nc1cc(C(=O)Nc2cc(C(=O)Nc3ccc(P(=O)(O)O)c4cc(P(=O)(O)O)ccc34)n(C)c2)n(C)c1.[NaH]. The result is 1 (active). (2) The result is 0 (inactive). The compound is COC(=O)C1CC2(CC=C(C)C)c3ccccc3N(S(=O)(=O)c3ccccc3)C2N1C(=O)OC. (3) The compound is CCOC(=O)c1nc2cc(F)cc(F)c2nc1O. The result is 0 (inactive). (4) The drug is CCOC(=O)C(C#N)=Cc1cccc(OC)c1. The result is 0 (inactive). (5) The compound is COc1cc(OC)cc(Oc2nc3ccccc3nc2C(=O)O)c1. The result is 0 (inactive). (6) The result is 0 (inactive). The drug is COc1cccc(CCNc2c(C#N)c3n(c4ccccc4[n+]3C)c3ncccc23)c1.Cc1ccc(S(=O)(=O)[O-])cc1. (7) The compound is CC12OCC(c3ccccc3)N1C(=O)C1C2CC12SCCS2. The result is 0 (inactive). (8) The molecule is OCC1CC2Cc3ccccc3N2N1. The result is 0 (inactive). (9) The compound is CCCCCCCCCCCCCCCC(=O)OCCOCCOCCOCCOCCOC(=O)CCCCCCCCCCCCCCC. The result is 0 (inactive).